This data is from Full USPTO retrosynthesis dataset with 1.9M reactions from patents (1976-2016). The task is: Predict the reactants needed to synthesize the given product. (1) Given the product [OH:18][C:12](=[C:4]1[C:2](=[O:3])[CH:1]2[CH2:8][CH:5]1[CH2:6][CH2:7]2)[C:13]([O:15][CH2:16][CH3:17])=[O:14], predict the reactants needed to synthesize it. The reactants are: [C:1]12(C)[C:8](C)(C)[CH:5]([CH2:6][CH2:7]1)[CH2:4][C:2]2=[O:3].[C:12](OCC)(=[O:18])[C:13]([O:15][CH2:16][CH3:17])=[O:14].[H-].[Na+].CCOC(C)=O. (2) The reactants are: C(N(CC)C(C)C)(C)C.[C:10](Cl)(=[O:13])[CH:11]=[CH2:12].[N:15]1[C:24]2[C:19](=[CH:20][CH:21]=[CH:22][CH:23]=2)[CH:18]=[C:17]([C:25]2[C:26]3[C:39]([NH2:40])=[N:38][CH:37]=[N:36][C:27]=3[N:28]3[CH2:34][CH2:33][C@@H:32]([NH2:35])[CH2:31][CH2:30][C:29]=23)[CH:16]=1.C(=O)(O)[O-].[Na+]. Given the product [NH2:40][C:39]1[C:26]2[C:25]([C:17]3[CH:16]=[N:15][C:24]4[C:19]([CH:18]=3)=[CH:20][CH:21]=[CH:22][CH:23]=4)=[C:29]3[CH2:30][CH2:31][C@H:32]([NH:35][C:10](=[O:13])[CH:11]=[CH2:12])[CH2:33][CH2:34][N:28]3[C:27]=2[N:36]=[CH:37][N:38]=1, predict the reactants needed to synthesize it. (3) Given the product [CH3:1][O:2][C:3]1[CH:4]=[C:5]2[C:10](=[CH:11][C:12]=1[O:13][CH3:14])[N:9]=[CH:8][N:7]=[C:6]2[O:15][C:16]1[CH:22]=[CH:21][C:19]([NH:20][C:27](=[O:33])[O:26][CH2:24][CH2:35][CH2:36][CH2:37][CH2:38][CH3:39])=[CH:18][CH:17]=1, predict the reactants needed to synthesize it. The reactants are: [CH3:1][O:2][C:3]1[CH:4]=[C:5]2[C:10](=[CH:11][C:12]=1[O:13][CH3:14])[N:9]=[CH:8][N:7]=[C:6]2[O:15][C:16]1[CH:22]=[CH:21][C:19]([NH2:20])=[CH:18][CH:17]=1.Cl[C:24](Cl)([O:26][C:27](=[O:33])OC(Cl)(Cl)Cl)Cl.[CH2:35](O)[CH2:36][CH2:37][CH2:38][CH2:39]C.C(=O)(O)[O-].[Na+]. (4) Given the product [OH:1][CH2:2][CH:3]1[CH2:8][CH2:7][N:6]([C:9]([O:11][C:12]([CH3:15])([CH3:14])[CH3:13])=[O:10])[CH2:5][CH2:4]1, predict the reactants needed to synthesize it. The reactants are: [OH:1][CH2:2][CH:3]1[CH2:8][CH2:7][NH:6][CH2:5][CH2:4]1.[C:9](O[C:9]([O:11][C:12]([CH3:15])([CH3:14])[CH3:13])=[O:10])([O:11][C:12]([CH3:15])([CH3:14])[CH3:13])=[O:10].